Dataset: Catalyst prediction with 721,799 reactions and 888 catalyst types from USPTO. Task: Predict which catalyst facilitates the given reaction. (1) Reactant: C([N:8]1[CH2:12][C@@H:11]([C:13]2[CH:18]=[CH:17][C:16]([Cl:19])=[CH:15][CH:14]=2)[C@H:10]([N:20]([CH2:31][CH3:32])[C:21](=[O:30])[O:22][C:23]2[CH:28]=[CH:27][C:26]([F:29])=[CH:25][CH:24]=2)[CH2:9]1)C1C=CC=CC=1.CCN(C(C)C)C(C)C.ClC(OC(Cl)C)=O. Product: [F:29][C:26]1[CH:27]=[CH:28][C:23]([O:22][C:21](=[O:30])[N:20]([C@H:10]2[C@H:11]([C:13]3[CH:14]=[CH:15][C:16]([Cl:19])=[CH:17][CH:18]=3)[CH2:12][NH:8][CH2:9]2)[CH2:31][CH3:32])=[CH:24][CH:25]=1. The catalyst class is: 11. (2) Reactant: [C:1]([O:5][C:6](=[O:37])[CH2:7][O:8][C:9]1[C:14]2[CH2:15][CH2:16][CH2:17][CH2:18][CH:19]([NH:20][S:21]([C:24]3[CH:29]=[C:28]([C:30]([F:33])([F:32])[F:31])[CH:27]=[C:26]([CH:34]([CH3:36])[CH3:35])[CH:25]=3)(=[O:23])=[O:22])[C:13]=2[CH:12]=[CH:11][CH:10]=1)([CH3:4])([CH3:3])[CH3:2].[C:38]([O-])([O-])=O.[K+].[K+].CI. Product: [C:1]([O:5][C:6](=[O:37])[CH2:7][O:8][C:9]1[C:14]2[CH2:15][CH2:16][CH2:17][CH2:18][CH:19]([N:20]([S:21]([C:24]3[CH:29]=[C:28]([C:30]([F:31])([F:32])[F:33])[CH:27]=[C:26]([CH:34]([CH3:35])[CH3:36])[CH:25]=3)(=[O:23])=[O:22])[CH3:38])[C:13]=2[CH:12]=[CH:11][CH:10]=1)([CH3:4])([CH3:3])[CH3:2]. The catalyst class is: 2. (3) Reactant: [CH3:1][O:2][N:3]([CH3:13])[C:4]([C:6]1[CH:11]=[C:10](Cl)[N:9]=[CH:8][N:7]=1)=[O:5].[CH3:14][O:15][C:16]1[CH:17]=[CH:18][C:19]2[NH:25][C:24](=[O:26])[N:23]([CH:27]3[CH2:32][CH2:31][NH:30][CH2:29][CH2:28]3)[CH2:22][CH2:21][C:20]=2[CH:33]=1.CCN(C(C)C)C(C)C. Product: [CH3:1][O:2][N:3]([CH3:13])[C:4]([C:6]1[CH:11]=[C:10]([N:30]2[CH2:29][CH2:28][CH:27]([N:23]3[CH2:22][CH2:21][C:20]4[CH:33]=[C:16]([O:15][CH3:14])[CH:17]=[CH:18][C:19]=4[NH:25][C:24]3=[O:26])[CH2:32][CH2:31]2)[N:9]=[CH:8][N:7]=1)=[O:5]. The catalyst class is: 20. (4) Reactant: [NH2:1][C:2]1[CH:3]=[C:4]2[C:8](=[CH:9][CH:10]=1)[N:7]([CH2:11][CH2:12][F:13])[C:6](=[O:14])[CH2:5]2.[C:15]([O:19][C:20](=[O:26])[NH:21][CH2:22][C@H:23]1[CH2:25][O:24]1)([CH3:18])([CH3:17])[CH3:16].FC(F)(F)S([O-])(=O)=O.[Li+]. Product: [C:15]([O:19][C:20](=[O:26])[NH:21][CH2:22][C@H:23]([OH:24])[CH2:25][NH:1][C:2]1[CH:3]=[C:4]2[C:8](=[CH:9][CH:10]=1)[N:7]([CH2:11][CH2:12][F:13])[C:6](=[O:14])[CH2:5]2)([CH3:17])([CH3:16])[CH3:18]. The catalyst class is: 115. (5) Reactant: [NH2:1][C:2]1[NH:7][C:6](=[O:8])[N:5]([CH2:9][CH2:10][CH2:11][CH2:12][C@H:13]([O:15][CH3:16])[CH3:14])[C:4](=[O:17])[CH:3]=1.[CH2:18]=[C:19]1[O:23][C:21](=O)[CH2:20]1.[C:24]1(C=CC(O)=CC=1)O. The catalyst class is: 48. Product: [CH3:24][N:7]1[C:2]2[NH:1][C:19]([CH3:18])=[CH:20][C:21](=[O:23])[C:3]=2[C:4](=[O:17])[N:5]([CH2:9][CH2:10][CH2:11][CH2:12][C@H:13]([O:15][CH3:16])[CH3:14])[C:6]1=[O:8]. (6) Reactant: [Br:1][C:2]1[C:10]2[N:9]=[N:8][N:7]([CH2:11][CH:12]3[CH2:14][CH2:13]3)[C:6]=2[CH:5]=[CH:4][C:3]=1[O:15][C:16]1[C:21]([CH:22]=O)=[CH:20][CH:19]=[CH:18][N:17]=1.Cl.[F:25][C:26]1([F:32])[CH2:31][CH2:30][NH:29][CH2:28][CH2:27]1.C(N(CC)CC)C.C(O)(=O)C.C([BH3-])#N. Product: [Br:1][C:2]1[C:10]2[N:9]=[N:8][N:7]([CH2:11][CH:12]3[CH2:14][CH2:13]3)[C:6]=2[CH:5]=[CH:4][C:3]=1[O:15][C:16]1[C:21]([CH2:22][N:29]2[CH2:30][CH2:31][C:26]([F:32])([F:25])[CH2:27][CH2:28]2)=[CH:20][CH:19]=[CH:18][N:17]=1. The catalyst class is: 68. (7) Reactant: [CH3:1][NH:2][CH2:3][CH:4]1[CH2:8][CH2:7][O:6][CH2:5]1.[F:9][C:10]1[CH:15]=[CH:14][C:13]([C:16]2[N:20]=[C:19]([C:21]3[CH:26]=[CH:25][C:24]([F:27])=[CH:23][CH:22]=3)[N:18]([CH2:28][C:29]([N:31]3[CH2:36][CH2:35][N:34]([C:37]4[CH:42]=[C:41](Cl)[N:40]=[CH:39][N:38]=4)[CH2:33][CH2:32]3)=[O:30])[N:17]=2)=[CH:12][CH:11]=1.CCN(C(C)C)C(C)C. Product: [F:9][C:10]1[CH:15]=[CH:14][C:13]([C:16]2[N:20]=[C:19]([C:21]3[CH:26]=[CH:25][C:24]([F:27])=[CH:23][CH:22]=3)[N:18]([CH2:28][C:29]([N:31]3[CH2:36][CH2:35][N:34]([C:37]4[CH:42]=[C:41]([N:2]([CH3:1])[CH2:3][CH:4]5[CH2:8][CH2:7][O:6][CH2:5]5)[N:40]=[CH:39][N:38]=4)[CH2:33][CH2:32]3)=[O:30])[N:17]=2)=[CH:12][CH:11]=1. The catalyst class is: 16.